This data is from Catalyst prediction with 721,799 reactions and 888 catalyst types from USPTO. The task is: Predict which catalyst facilitates the given reaction. (1) Reactant: [F:1][C:2]1[CH:3]=[C:4]([N:11]2[CH2:16][CH2:15][N:14]([CH:17](O)[CH3:18])[CH2:13][CH2:12]2)[CH:5]=[CH:6][C:7]=1[N+:8]([O-])=O.FC1C=CC([N+]([O-])=O)=C(N2CCN(CC[OH:35])CC2)C=1. Product: [NH2:8][C:7]1[CH:6]=[CH:5][C:4]([N:11]2[CH2:16][CH2:15][N:14]([CH2:17][CH2:18][OH:35])[CH2:13][CH2:12]2)=[CH:3][C:2]=1[F:1]. The catalyst class is: 19. (2) Reactant: Cl[CH2:2][CH2:3][N:4]1[C:16]2[C:15]3[N:14]=[C:13]([S:17][CH3:18])[N:12]=[CH:11][C:10]=3[CH2:9][CH2:8][C:7]=2[C:6]([C:19]([NH2:21])=[O:20])=[N:5]1.CN1CCNCC1.C(=O)([O-])[O-].[Cs+].[Cs+]. Product: [CH:3]([N:4]1[C:16]2[C:15]3[N:14]=[C:13]([S:17][CH3:18])[N:12]=[CH:11][C:10]=3[CH2:9][CH2:8][C:7]=2[C:6]([C:19]([NH2:21])=[O:20])=[N:5]1)=[CH2:2]. The catalyst class is: 5. (3) Product: [NH:21]1[CH2:22][CH2:23][CH2:24][C@H:20]1[C:18]1[NH:19][C:15]([C:12]2[CH:13]=[CH:14][C:9]([OH:8])=[CH:10][CH:11]=2)=[CH:16][N:17]=1. Reactant: C([O:8][C:9]1[CH:14]=[CH:13][C:12]([C:15]2[NH:19][C:18]([C@@H:20]3[CH2:24][CH2:23][CH2:22][N:21]3C(OC(C)(C)C)=O)=[N:17][CH:16]=2)=[CH:11][CH:10]=1)C1C=CC=CC=1. The catalyst class is: 137. (4) Reactant: [CH3:1][O:2][C:3]1[N:10]=[C:9]([CH3:11])[CH:8]=[C:7]([CH3:12])[C:4]=1[C:5]#[N:6].[Li+].C[Si]([N-][Si](C)(C)C)(C)C.Br[CH2:24][CH:25]=[CH2:26]. Product: [CH2:12]([C:7]1[C:4]([C:5]#[N:6])=[C:3]([O:2][CH3:1])[N:10]=[C:9]([CH3:11])[CH:8]=1)[CH2:26][CH:25]=[CH2:24]. The catalyst class is: 1. (5) Reactant: [C:1]([C@@H:4]1[N:8](C(OC)=O)[C@H:7]([C:13]([O:15][CH3:16])=[O:14])[CH2:6][CH2:5]1)#[C:2][CH3:3].I[Si](C)(C)C. Product: [CH:1]([C@@H:4]1[NH:8][C@H:7]([C:13]([O:15][CH3:16])=[O:14])[CH2:6][CH2:5]1)=[CH:2][CH3:3]. The catalyst class is: 22.